From a dataset of Reaction yield outcomes from USPTO patents with 853,638 reactions. Predict the reaction yield, written as a fraction of the theoretical maximum amount of product (1.0 means a 100% yield; for example, 0.34 means a 34% yield). The reactants are [CH2:1]([O:8][N:9]1[C:12]2([CH:17]=[CH:16][C:15](=[O:18])[CH:14]([O:19][Si:20]([C:23]([CH3:26])([CH3:25])[CH3:24])([CH3:22])[CH3:21])[CH:13]2[OH:27])[CH2:11][C:10]1=[O:28])[C:2]1[CH:7]=[CH:6][CH:5]=[CH:4][CH:3]=1.[CH3:29][O:30][C:31](C#N)=[O:32].C1N2C[CH2:42][N:37](CC2)C1. No catalyst specified. The product is [CH2:1]([O:8][N:9]1[C:12]2([CH:17]=[CH:16][C:15]([C:42]#[N:37])([O:18][C:31]([O:30][CH3:29])=[O:32])[CH:14]([O:19][Si:20]([C:23]([CH3:24])([CH3:25])[CH3:26])([CH3:21])[CH3:22])[CH:13]2[O:27][C:31]([O:30][CH3:29])=[O:32])[CH2:11][C:10]1=[O:28])[C:2]1[CH:7]=[CH:6][CH:5]=[CH:4][CH:3]=1. The yield is 0.860.